Predict the product of the given reaction. From a dataset of Forward reaction prediction with 1.9M reactions from USPTO patents (1976-2016). (1) Given the reactants [F:1][C:2]1[CH:3]=[CH:4][C:5]([C@@H:8]2[CH2:12][NH:11][CH2:10][C@H:9]2[C:13]([O:15][CH3:16])=[O:14])=[N:6][CH:7]=1.[CH3:17][C:18]([O:21][C:22](O[C:22]([O:21][C:18]([CH3:20])([CH3:19])[CH3:17])=[O:23])=[O:23])([CH3:20])[CH3:19].C(N(CC)CC)C, predict the reaction product. The product is: [F:1][C:2]1[CH:3]=[CH:4][C:5]([C@@H:8]2[CH2:12][N:11]([C:22]([O:21][C:18]([CH3:20])([CH3:19])[CH3:17])=[O:23])[CH2:10][C@H:9]2[C:13]([O:15][CH3:16])=[O:14])=[N:6][CH:7]=1. (2) Given the reactants [BH4-].[Na+].C(O)C.[CH2:6]([O:8][C:9]1[CH:14]=[CH:13][C:12]([C:15]2[CH:20]=[CH:19][C:18]([CH2:21][CH2:22][CH:23]=[O:24])=[CH:17][CH:16]=2)=[C:11]([F:25])[C:10]=1[F:26])[CH3:7], predict the reaction product. The product is: [CH2:6]([O:8][C:9]1[CH:14]=[CH:13][C:12]([C:15]2[CH:20]=[CH:19][C:18]([CH2:21][CH2:22][CH2:23][OH:24])=[CH:17][CH:16]=2)=[C:11]([F:25])[C:10]=1[F:26])[CH3:7]. (3) Given the reactants C([O:8][C:9](=[O:42])[CH2:10][N:11]1[C:17]2[CH:18]=[CH:19][CH:20]=[CH:21][C:16]=2[N:15]([CH:22]2[CH2:28][CH2:27][CH2:26][CH2:25][CH2:24][CH2:23]2)[C:14](=[O:29])[N:13]([CH2:30][C:31](=[O:40])[NH:32][C:33]2[CH:34]=[C:35]([CH3:39])[CH:36]=[CH:37][CH:38]=2)[C:12]1=[O:41])C1C=CC=CC=1.CNC[C@@H]([C@H]([C@@H]([C@@H](CO)O)O)O)O.O1CCOCC1.O, predict the reaction product. The product is: [CH:22]1([N:15]2[C:16]3[CH:21]=[CH:20][CH:19]=[CH:18][C:17]=3[N:11]([CH2:10][C:9]([OH:42])=[O:8])[C:12](=[O:41])[N:13]([CH2:30][C:31](=[O:40])[NH:32][C:33]3[CH:34]=[C:35]([CH3:39])[CH:36]=[CH:37][CH:38]=3)[C:14]2=[O:29])[CH2:23][CH2:24][CH2:25][CH2:26][CH2:27][CH2:28]1. (4) Given the reactants [C:1]([C:3]1[C:8]2[S:9][C:10]3[CH:19]=[CH:18][C:17]([C:20](OC)=[O:21])=[CH:16][C:11]=3[N:12]([CH2:13][O:14][CH3:15])[C:7]=2[N:6]=[CH:5][CH:4]=1)#[N:2].[BH4-].[Li+], predict the reaction product. The product is: [C:1]([C:3]1[C:8]2[S:9][C:10]3[CH:19]=[CH:18][C:17]([CH2:20][OH:21])=[CH:16][C:11]=3[N:12]([CH2:13][O:14][CH3:15])[C:7]=2[N:6]=[CH:5][CH:4]=1)#[N:2].